From a dataset of Forward reaction prediction with 1.9M reactions from USPTO patents (1976-2016). Predict the product of the given reaction. (1) The product is: [ClH:46].[CH2:33]([C:30]1[CH:29]=[CH:28][C:27]([CH2:26][CH:15]([NH:16][S:17]([C:20]2[CH:25]=[CH:24][CH:23]=[CH:22][N:21]=2)(=[O:19])=[O:18])[C:11]2[N:10]=[C:9]([NH:8][CH2:38][C:39]([OH:41])=[O:40])[CH:14]=[CH:13][CH:12]=2)=[CH:32][CH:31]=1)[C:34]([CH3:37])([CH3:36])[CH3:35]. Given the reactants C(OC([N:8]([CH2:38][C:39]([O:41]C(C)(C)C)=[O:40])[C:9]1[CH:14]=[CH:13][CH:12]=[C:11]([CH:15]([CH2:26][C:27]2[CH:32]=[CH:31][C:30]([CH2:33][C:34]([CH3:37])([CH3:36])[CH3:35])=[CH:29][CH:28]=2)[NH:16][S:17]([C:20]2[CH:25]=[CH:24][CH:23]=[CH:22][N:21]=2)(=[O:19])=[O:18])[N:10]=1)=O)(C)(C)C.[ClH:46].O1CCOCC1, predict the reaction product. (2) Given the reactants [NH2:1][C:2]1[CH:14]=[C:13]([C:15]2[CH:20]=[CH:19][CH:18]=[CH:17][CH:16]=2)[CH:12]=[CH:11][C:3]=1[C:4]([O:6][C:7]([CH3:10])([CH3:9])[CH3:8])=[O:5].C1(P(C2C=CC=CC=2)C2C=CC3C(=CC=CC=3)C=2C2C3C(=CC=CC=3)C=CC=2P(C2C=CC=CC=2)C2C=CC=CC=2)C=CC=CC=1.C(=O)([O-])[O-].[Cs+].[Cs+].I[C:74]1[CH:83]=[CH:82][C:77]2[O:78][CH2:79][CH2:80][O:81][C:76]=2[CH:75]=1, predict the reaction product. The product is: [O:78]1[C:77]2[CH:82]=[CH:83][C:74]([NH:1][C:2]3[CH:14]=[C:13]([C:15]4[CH:16]=[CH:17][CH:18]=[CH:19][CH:20]=4)[CH:12]=[CH:11][C:3]=3[C:4]([O:6][C:7]([CH3:10])([CH3:9])[CH3:8])=[O:5])=[CH:75][C:76]=2[O:81][CH2:80][CH2:79]1. (3) Given the reactants [CH2:1]([C:5]1[CH:6]=[CH:7][C:8]([C:11]([OH:13])=[O:12])=[N:9][CH:10]=1)[CH2:2][CH2:3][CH3:4].O=S(Cl)Cl.[CH3:18]O, predict the reaction product. The product is: [CH3:4][CH2:3][CH2:2][CH2:1][C:5]1[CH:6]=[CH:7][C:8]([C:11]([O:13][CH3:18])=[O:12])=[N:9][CH:10]=1. (4) Given the reactants P([O-])([O-])([O-])=O.[K+].[K+].[K+].[CH:9]1[CH:14]=[N+]([C@@H]2O[C@H](COP(OP(OC[C@H]3O[C@@H](N4C5N=CN=C(N)C=5N=C4)[C@H](OP(O)(O)=O)[C@@H]3O)(O)=O)(O)=O)[C@@H](O)[C@H]2O)C=[C:11](C(N)=O)[CH:10]=1.O=C[C@@H]([C@H]([C@@H]([C@@H](CO)O)O)O)O.[C:69]([OH:82])(=[O:81])[CH2:70][CH2:71][CH2:72][CH2:73][CH2:74][CH2:75][CH2:76][CH2:77][CH2:78][CH2:79][CH3:80].Cl, predict the reaction product. The product is: [C:69]([OH:82])(=[O:81])[CH2:70][CH2:71][CH2:72][CH2:73][CH2:74][CH2:75][CH2:76][CH2:77][CH2:78][CH2:79][CH2:80][CH2:14][CH2:9][CH2:10][CH3:11]. (5) The product is: [CH3:1][C@@H:2]1[O:7][C@@H:6]([O:8][C@@H:9]2[C:18]3=[C:17]([OH:19])[C:16]4[C:20](=[O:21])[C:22]5[C:23](=[CH:26][CH:27]=[CH:28][C:29]=5[O:30][CH3:31])[C:24](=[O:25])[C:15]=4[C:14]([OH:32])=[C:13]3[CH2:12][C@@:11]([OH:52])([C:33]([CH2:50][OH:51])=[O:57])[CH2:10]2)[CH2:5][C@H:4]([NH2:53])[C@@H:3]1[OH:54]. Given the reactants [CH3:1][C@@H:2]1[O:7][C@@H:6]([O:8][C@@H:9]2[C:18]3[C:13](=[C:14]([OH:32])[C:15]4[C:24](=[O:25])[C:23]5[CH:26]=[CH:27][CH:28]=[C:29]([O:30][CH3:31])[C:22]=5[C:20](=[O:21])[C:16]=4[C:17]=3[OH:19])[CH2:12][C@@:11]([OH:52])(/[C:33](/[CH2:50][OH:51])=N\NC(CCCCCN3C(=O)C=CC3=O)=O)[CH2:10]2)[CH2:5][C@H:4]([NH2:53])[C@@H:3]1[OH:54].CS(C)=[O:57], predict the reaction product. (6) Given the reactants [NH2:1][C:2]1[CH:7]=[CH:6][C:5]([C:8]2[N:9]([CH2:22][CH3:23])[C:10]3[C:15]([C:16]=2[C:17]#[N:18])=[CH:14][CH:13]=[C:12]([O:19][CH2:20][CH3:21])[CH:11]=3)=[CH:4][CH:3]=1.[P:24](Cl)([O:29][CH2:30][CH3:31])([O:26][CH2:27][CH3:28])=[O:25].C(N(C(C)C)CC)(C)C.C(OCC)(=O)C, predict the reaction product. The product is: [C:17]([C:16]1[C:15]2[C:10](=[CH:11][C:12]([O:19][CH2:20][CH3:21])=[CH:13][CH:14]=2)[N:9]([CH2:22][CH3:23])[C:8]=1[C:5]1[CH:4]=[CH:3][C:2]([NH:1][P:24](=[O:25])([O:29][CH2:30][CH3:31])[O:26][CH2:27][CH3:28])=[CH:7][CH:6]=1)#[N:18].